This data is from Forward reaction prediction with 1.9M reactions from USPTO patents (1976-2016). The task is: Predict the product of the given reaction. (1) Given the reactants [NH2:1][C:2]1[N:10]=[CH:9][N:8]=[C:7]2[C:3]=1[N:4]=[CH:5][N:6]2[CH2:11][C@H:12]([OH:38])[CH2:13][O:14][C:15]([C:30]1[CH:35]=[CH:34][C:33]([O:36][CH3:37])=[CH:32][CH:31]=1)([C:22]1[CH:27]=[CH:26][C:25]([O:28][CH3:29])=[CH:24][CH:23]=1)[C:16]1[CH:21]=[CH:20][CH:19]=[CH:18][CH:17]=1, predict the reaction product. The product is: [CH3:37][O:36][C:33]1[CH:32]=[CH:31][C:30]([C:15]([C:22]2[CH:27]=[CH:26][C:25]([O:28][CH3:29])=[CH:24][CH:23]=2)([C:16]2[CH:17]=[CH:18][CH:19]=[CH:20][CH:21]=2)[O:14][CH2:13][C@@H:12]([OH:38])[CH2:11][N:6]2[CH:5]=[N:4][C:3]3[C:7]2=[N:8][CH:9]=[N:10][C:2]=3/[N:1]=[CH:5]\[N:6]([CH3:11])[CH3:7])=[CH:35][CH:34]=1. (2) Given the reactants [NH2:1][C:2]1[C:10]([O:11][CH3:12])=[C:9]2[C:5]([CH2:6][CH2:7][C:8]2=[CH:13][C:14]#[N:15])=[CH:4][CH:3]=1.N.C(O)C, predict the reaction product. The product is: [NH2:15][CH2:14][CH:13]=[C:8]1[C:9]2[C:5](=[CH:4][CH:3]=[C:2]([NH2:1])[C:10]=2[O:11][CH3:12])[CH2:6][CH2:7]1. (3) The product is: [CH:10]([NH:9][C:7]([C:3]1[C:2]([NH:1][C:21](=[O:22])[CH2:20][O:13][C:14]2[CH:19]=[CH:18][CH:17]=[CH:16][CH:15]=2)=[CH:6][NH:5][N:4]=1)=[O:8])([CH3:12])[CH3:11]. Given the reactants [NH2:1][C:2]1[C:3]([C:7]([NH:9][CH:10]([CH3:12])[CH3:11])=[O:8])=[N:4][NH:5][CH:6]=1.[O:13]([CH2:20][C:21](O)=[O:22])[C:14]1[CH:19]=[CH:18][CH:17]=[CH:16][CH:15]=1.C(N=C=NC(C)C)(C)C.C1C=CC2N(O)N=NC=2C=1, predict the reaction product. (4) Given the reactants [C:1]([C:4]1[CH:9]=[N:8][N:7]2[CH:10]=[C:11]([C:13]([O:15][CH2:16][CH3:17])=[O:14])[CH:12]=[C:6]2[C:5]=1Cl)(=[O:3])[NH2:2].[NH2:19][C@H:20]1[C@@H:24]([CH3:25])[CH2:23][N:22]([C:26]([O:28][CH2:29][C:30]2[CH:35]=[CH:34][CH:33]=[CH:32][CH:31]=2)=[O:27])[CH2:21]1.C(N(C(C)C)CC)(C)C, predict the reaction product. The product is: [CH2:29]([O:28][C:26]([N:22]1[CH2:23][C@H:24]([CH3:25])[C@H:20]([NH:19][C:5]2[C:6]3[N:7]([CH:10]=[C:11]([C:13]([O:15][CH2:16][CH3:17])=[O:14])[CH:12]=3)[N:8]=[CH:9][C:4]=2[C:1](=[O:3])[NH2:2])[CH2:21]1)=[O:27])[C:30]1[CH:35]=[CH:34][CH:33]=[CH:32][CH:31]=1.